Dataset: Experimentally validated miRNA-target interactions with 360,000+ pairs, plus equal number of negative samples. Task: Binary Classification. Given a miRNA mature sequence and a target amino acid sequence, predict their likelihood of interaction. (1) The miRNA is ssc-miR-181d-5p with sequence AACAUUCAUUGUUGUCGGUGGGUU. The protein sequence of the target gene is MMVESASETIRSAPSGQNGVGSLSAQADGGGGAGTAGTAPAAGRDASGREAASGGADSNGEMSPAELLHFQQQQALQVARQFLLQQASSLNSPGNNDSKQSASAVQVPVSVAMMSQQMLTPQQMQQILSPPQLQALLQQQQALMLQQLQEYYKKQQEQLHLQLLTQQQAGKQQPKEALGNKQLAFQQQLLQMQQLQQQHLLNLQRQGLVSLQPSQASGPLQALPQAVCPTDLPQLWKGEGAPGQPAEDSGRQEGLDLASTAVTATSFASPPKVSPPLSHHPLPNGQPTVLTSRRDSSSHE.... Result: 0 (no interaction). (2) Result: 1 (interaction). The protein sequence of the target gene is MSSACDAGDHYPLHLLVWKNDYRQLEKELQGQNVEAVDPRGRTLLHLAVSLGHLESARVLLRHKADVTKENRQGWTVLHEAVSTGDPEMVYTVLQHRDYHNTSMALEGVPELLQKILEAPDFYVQMKWEFTSWVPLVSRICPNDVCRIWKSGAKLRVDITLLGFENMSWIRGRRSFIFKGEDNWAELMEVNHDDKVVTTERFDLSQEMERLTLDLMKPKSREVERRLTSPVINTSLDTKNIAFERTKSGFWGWRTDKAEVVNGYEAKVYTVNNVNVITKIRTEHLTEEEKKRYKADRNPL.... The miRNA is hsa-miR-3149 with sequence UUUGUAUGGAUAUGUGUGUGUAU.